This data is from NCI-60 drug combinations with 297,098 pairs across 59 cell lines. The task is: Regression. Given two drug SMILES strings and cell line genomic features, predict the synergy score measuring deviation from expected non-interaction effect. Drug 1: CC1C(C(CC(O1)OC2CC(OC(C2O)C)OC3=CC4=CC5=C(C(=O)C(C(C5)C(C(=O)C(C(C)O)O)OC)OC6CC(C(C(O6)C)O)OC7CC(C(C(O7)C)O)OC8CC(C(C(O8)C)O)(C)O)C(=C4C(=C3C)O)O)O)O. Drug 2: C1=NNC2=C1C(=O)NC=N2. Cell line: IGROV1. Synergy scores: CSS=17.6, Synergy_ZIP=0.552, Synergy_Bliss=1.19, Synergy_Loewe=-8.46, Synergy_HSA=-0.436.